Dataset: Catalyst prediction with 721,799 reactions and 888 catalyst types from USPTO. Task: Predict which catalyst facilitates the given reaction. (1) Reactant: C[O:2][C:3]([C:5]1[S:9][C:8]2[CH:10]=[C:11]([Br:15])[C:12]([F:14])=[CH:13][C:7]=2[CH:6]=1)=[O:4].[Li+].[OH-].O. Product: [Br:15][C:11]1[C:12]([F:14])=[CH:13][C:7]2[CH:6]=[C:5]([C:3]([OH:4])=[O:2])[S:9][C:8]=2[CH:10]=1. The catalyst class is: 1. (2) Product: [NH2:9][C@H:10]1[CH2:15][CH2:14][CH2:13][CH2:12][C@H:11]1[NH:16][C:17]1[C:24]([F:25])=[CH:23][C:20]([C:21]([NH2:22])=[O:1])=[C:19]([NH:26][C:27]2[CH:36]=[CH:35][CH:34]=[C:33]3[C:28]=2[CH:29]=[CH:30][CH:31]=[N:32]3)[N:18]=1. Reactant: [OH-:1].[Na+].OO.CS(C)=O.[NH2:9][C@H:10]1[CH2:15][CH2:14][CH2:13][CH2:12][C@H:11]1[NH:16][C:17]1[C:24]([F:25])=[CH:23][C:20]([C:21]#[N:22])=[C:19]([NH:26][C:27]2[CH:36]=[CH:35][CH:34]=[C:33]3[C:28]=2[CH:29]=[CH:30][CH:31]=[N:32]3)[N:18]=1. The catalyst class is: 97.